Task: Predict which catalyst facilitates the given reaction.. Dataset: Catalyst prediction with 721,799 reactions and 888 catalyst types from USPTO (1) Reactant: [NH2:1][CH2:2][CH2:3][C:4]([C:7]1[CH:12]=[CH:11][CH:10]=[C:9]([Cl:13])[CH:8]=1)([OH:6])[CH3:5].CCN(C(C)C)C(C)C.Cl[C:24](Cl)([O:26]C(=O)OC(Cl)(Cl)Cl)Cl. Product: [Cl:13][C:9]1[CH:8]=[C:7]([C:4]2([CH3:5])[O:6][C:24](=[O:26])[NH:1][CH2:2][CH2:3]2)[CH:12]=[CH:11][CH:10]=1. The catalyst class is: 158. (2) Reactant: [OH:1][CH2:2][C:3]1[CH:4]=[C:5]([C:14]([O:16]CC)=[O:15])[CH:6]=[C:7]([CH:13]=1)[C:8]([O:10][CH2:11][CH3:12])=[O:9].O.O.[OH-].[Li+]. Product: [CH2:11]([O:10][C:8]([C:7]1[CH:6]=[C:5]([CH:4]=[C:3]([CH2:2][OH:1])[CH:13]=1)[C:14]([OH:16])=[O:15])=[O:9])[CH3:12]. The catalyst class is: 8. (3) Reactant: O[CH:2]([CH2:30][OH:31])[CH2:3][N:4]1[C:28](=[O:29])[C:7]2=[N:8][N:9]([CH2:16][C:17]3[CH:22]=[CH:21][C:20]([N:23]4[CH:27]=[CH:26][CH:25]=[N:24]4)=[CH:19][CH:18]=3)[C:10]3[CH:11]=[CH:12][CH:13]=[CH:14][C:15]=3[C:6]2=[N:5]1.[H-].[Na+].IC.[CH3:36][OH:37].[CH3:38]N(C)C=O. Product: [CH3:36][O:37][CH:2]([CH2:30][O:31][CH3:38])[CH2:3][N:4]1[C:28](=[O:29])[C:7]2=[N:8][N:9]([CH2:16][C:17]3[CH:22]=[CH:21][C:20]([N:23]4[CH:27]=[CH:26][CH:25]=[N:24]4)=[CH:19][CH:18]=3)[C:10]3[CH:11]=[CH:12][CH:13]=[CH:14][C:15]=3[C:6]2=[N:5]1. The catalyst class is: 6. (4) Reactant: [F:1][C:2]([F:31])([F:30])[C:3]1[CH:4]=[C:5]([C:13]2[N:17]=[CH:16][N:15](/[CH:18]=[CH:19]\[C:20]([NH:22][NH:23][C:24]3[CH:29]=[CH:28][CH:27]=[CH:26][N:25]=3)=[O:21])[N:14]=2)[CH:6]=[C:7]([C:9]([F:12])([F:11])[F:10])[CH:8]=1.[ClH:32]. Product: [ClH:32].[F:12][C:9]([F:10])([F:11])[C:7]1[CH:6]=[C:5]([C:13]2[N:17]=[CH:16][N:15](/[CH:18]=[CH:19]\[C:20]([NH:22][NH:23][C:24]3[CH:29]=[CH:28][CH:27]=[CH:26][N:25]=3)=[O:21])[N:14]=2)[CH:4]=[C:3]([C:2]([F:1])([F:30])[F:31])[CH:8]=1. The catalyst class is: 12. (5) Reactant: [CH3:1][C:2]1[N:3]=[CH:4][N:5]([C:8]2[CH:9]=[C:10]([CH:12]=[CH:13][CH:14]=2)[NH2:11])[C:6]=1[CH3:7].[Cl:15][C:16]1[CH:21]=[C:20]([F:22])[CH:19]=[CH:18][C:17]=1[CH:23]=[CH:24][C:25](O)=[O:26].Cl.C(N=C=NCCCN(C)C)C. Product: [Cl:15][C:16]1[CH:21]=[C:20]([F:22])[CH:19]=[CH:18][C:17]=1/[CH:23]=[CH:24]/[C:25]([NH:11][C:10]1[CH:12]=[CH:13][CH:14]=[C:8]([N:5]2[C:6]([CH3:7])=[C:2]([CH3:1])[N:3]=[CH:4]2)[CH:9]=1)=[O:26]. The catalyst class is: 98. (6) Reactant: [NH2:1][C:2]1[C:7]([OH:8])=[CH:6][C:5]([Br:9])=[CH:4][N:3]=1.[C:10]1(C)C=CC(S(O)(=O)=O)=CC=1. Product: [Br:9][C:5]1[CH:6]=[C:7]2[O:8][CH:10]=[N:1][C:2]2=[N:3][CH:4]=1. The catalyst class is: 2. (7) Reactant: [NH2:1][CH2:2][CH:3]1[CH2:7][C:6]2[CH:8]=[C:9]([C:14]3[CH:19]=[CH:18][C:17]([C:20]([N:22]4[CH2:27][CH2:26][O:25][CH2:24][CH2:23]4)=[O:21])=[CH:16][CH:15]=3)[CH:10]=[C:11]([O:12][CH3:13])[C:5]=2[O:4]1.[NH2:28][C:29]1[N:34]=[CH:33][C:32](/[CH:35]=[CH:36]/[C:37](O)=[O:38])=[CH:31][CH:30]=1.CCN=C=NCCCN(C)C.C1C=CC2N(O)N=NC=2C=1.CCN(C(C)C)C(C)C. Product: [NH2:28][C:29]1[N:34]=[CH:33][C:32](/[CH:35]=[CH:36]/[C:37]([NH:1][CH2:2][CH:3]2[CH2:7][C:6]3[CH:8]=[C:9]([C:14]4[CH:15]=[CH:16][C:17]([C:20]([N:22]5[CH2:23][CH2:24][O:25][CH2:26][CH2:27]5)=[O:21])=[CH:18][CH:19]=4)[CH:10]=[C:11]([O:12][CH3:13])[C:5]=3[O:4]2)=[O:38])=[CH:31][CH:30]=1. The catalyst class is: 3.